Dataset: Reaction yield outcomes from USPTO patents with 853,638 reactions. Task: Predict the reaction yield, written as a fraction of the theoretical maximum amount of product (1.0 means a 100% yield; for example, 0.34 means a 34% yield). (1) The reactants are Cl.[O:2]1[C:6]2[CH:7]=[CH:8][CH:9]=[CH:10][C:5]=2[CH:4]=[C:3]1[CH:11]1[CH2:14][NH:13][CH2:12]1.Cl.[CH3:16][N:17]1[CH2:22][CH2:21][C:20]2([CH2:31][C:30]3[C:25](=[N:26][CH:27]=[C:28](/[CH:32]=[CH:33]/[C:34](O)=[O:35])[CH:29]=3)[NH:24][C:23]2=[O:37])[CH2:19][CH2:18]1.CCN=C=NCCCN(C)C.Cl.C1C=NC2N(O)N=NC=2C=1.CCN(C(C)C)C(C)C. The catalyst is CN(C=O)C. The product is [O:2]1[C:6]2[CH:7]=[CH:8][CH:9]=[CH:10][C:5]=2[CH:4]=[C:3]1[CH:11]1[CH2:12][N:13]([C:34](=[O:35])/[CH:33]=[CH:32]/[C:28]2[CH:29]=[C:30]3[C:25](=[N:26][CH:27]=2)[NH:24][C:23](=[O:37])[C:20]2([CH2:21][CH2:22][N:17]([CH3:16])[CH2:18][CH2:19]2)[CH2:31]3)[CH2:14]1. The yield is 0.0960. (2) The reactants are CS(C)=O.[Br:5][C:6]1[CH:7]=[C:8]([C:12]#[C:13][C:14]2[CH:15]=[C:16]([CH:19]=[O:20])[NH:17][CH:18]=2)[CH:9]=[CH:10][CH:11]=1.C(OCC)(=[O:23])C.[OH2:27]. The catalyst is [Pd](Cl)Cl. The product is [Br:5][C:6]1[CH:7]=[C:8]([C:12](=[O:23])[C:13]([C:14]2[CH:15]=[C:16]([CH:19]=[O:20])[NH:17][CH:18]=2)=[O:27])[CH:9]=[CH:10][CH:11]=1. The yield is 0.720. (3) The reactants are C([N:8]1[CH2:13][CH2:12][CH2:11][C:10]([C:15]2[CH:20]=[CH:19][CH:18]=[CH:17][CH:16]=2)([OH:14])[CH2:9]1)(OC(C)(C)C)=O.O.C1(C)C=CC(S(O)(=O)=O)=CC=1.[OH-].[K+]. The catalyst is ClCCl. The product is [C:15]1([C:10]2([OH:14])[CH2:11][CH2:12][CH2:13][NH:8][CH2:9]2)[CH:16]=[CH:17][CH:18]=[CH:19][CH:20]=1. The yield is 0.970. (4) The reactants are Br[C:2]1[CH:7]=[C:6]([F:8])[C:5]([F:9])=[CH:4][C:3]=1[C:10]1[CH:15]=[CH:14][C:13]([S:16]([CH3:19])(=[O:18])=[O:17])=[CH:12][CH:11]=1.[Cl:20][C:21]1[CH:22]=[C:23](B(O)O)[CH:24]=[CH:25][C:26]=1[CH3:27]. No catalyst specified. The product is [Cl:20][C:21]1[CH:22]=[C:23]([C:2]2[CH:7]=[C:6]([F:8])[C:5]([F:9])=[CH:4][C:3]=2[C:10]2[CH:15]=[CH:14][C:13]([S:16]([CH3:19])(=[O:18])=[O:17])=[CH:12][CH:11]=2)[CH:24]=[CH:25][C:26]=1[CH3:27]. The yield is 0.940. (5) The reactants are [Br:1][C:2]1[CH:9]=[CH:8][C:5]([C:6]#[N:7])=[C:4]([F:10])[CH:3]=1.[C:11]([Cl:14])(=[O:13])[CH3:12]. No catalyst specified. The product is [ClH:14].[CH2:11]([O:13][C:6](=[NH:7])[C:5]1[CH:8]=[CH:9][C:2]([Br:1])=[CH:3][C:4]=1[F:10])[CH3:12]. The yield is 0.570. (6) The reactants are [NH2:1][C:2]1[C:3]2[C:13]([O:14][CH2:15][C:16]([NH:19][C:20](=[O:28])[C:21]3[CH:26]=[CH:25][N:24]=[C:23](Br)[CH:22]=3)([CH3:18])[CH3:17])=[CH:12][CH:11]=[CH:10][C:4]=2[NH:5][S:6](=[O:9])(=[O:8])[N:7]=1.[NH:29]1[CH2:33][CH2:32][CH2:31][CH2:30]1. No catalyst specified. The product is [NH2:1][C:2]1[C:3]2[C:13]([O:14][CH2:15][C:16]([NH:19][C:20](=[O:28])[C:21]3[CH:26]=[CH:25][N:24]=[C:23]([N:29]4[CH2:33][CH2:32][CH2:31][CH2:30]4)[CH:22]=3)([CH3:18])[CH3:17])=[CH:12][CH:11]=[CH:10][C:4]=2[NH:5][S:6](=[O:9])(=[O:8])[N:7]=1. The yield is 0.230. (7) The yield is 0.360. The reactants are [C:1](Cl)(=[O:5])[CH:2]([CH3:4])[CH3:3].CCN(C(C)C)C(C)C.[NH2:16][C:17]1[CH:22]=[CH:21][CH:20]=[CH:19][C:18]=1[S:23]([NH:26][C:27]1[CH:28]=[CH:29][CH:30]=[C:31]2[C:36]=1[N:35]=[CH:34][CH:33]=[CH:32]2)(=[O:25])=[O:24]. The product is [N:35]1[C:36]2[C:31](=[CH:30][CH:29]=[CH:28][C:27]=2[NH:26][S:23]([C:18]2[CH:19]=[CH:20][CH:21]=[CH:22][C:17]=2[NH:16][C:1](=[O:5])[CH:2]([CH3:4])[CH3:3])(=[O:25])=[O:24])[CH:32]=[CH:33][CH:34]=1. The catalyst is C1COCC1. (8) The reactants are [F:1][C:2]1[CH:3]=[C:4]([C:8]2[S:9][C:10]([NH:14][C:15](=[O:21])[CH:16]([CH3:20])[CH2:17][S:18][CH3:19])=[C:11]([CH3:13])[N:12]=2)[CH:5]=[N:6][CH:7]=1.[N:22]#[C:23][NH2:24].IC1C=CC=C(CC([O-])=[O:34])C=1CC([O-])=O. The catalyst is ClCCl. The product is [C:23]([N:24]=[S:18]([CH2:17][CH:16]([CH3:20])[C:15]([NH:14][C:10]1[S:9][C:8]([C:4]2[CH:5]=[N:6][CH:7]=[C:2]([F:1])[CH:3]=2)=[N:12][C:11]=1[CH3:13])=[O:21])([CH3:19])=[O:34])#[N:22]. The yield is 0.600. (9) The yield is 0.390. The reactants are [CH3:1][O:2][C:3]1[CH:4]=[C:5]2[C:10](=[CH:11][C:12]=1[O:13][CH3:14])[N:9]=[CH:8][N:7]=[C:6]2[O:15][C:16]1[CH:17]=[C:18]([CH:20]=[CH:21][CH:22]=1)[NH2:19].[CH:23]([C:26]1[CH:30]=[C:29]([NH:31][C:32](=O)[O:33]C2C=CC=CC=2)[N:28]([C:41]2[CH:46]=[CH:45][C:44]([O:47][CH3:48])=[CH:43][CH:42]=2)[N:27]=1)([CH3:25])[CH3:24]. The catalyst is C1COCC1.CN(C1C=CN=CC=1)C. The product is [CH3:1][O:2][C:3]1[CH:4]=[C:5]2[C:10](=[CH:11][C:12]=1[O:13][CH3:14])[N:9]=[CH:8][N:7]=[C:6]2[O:15][C:16]1[CH:17]=[C:18]([NH:19][C:32]([NH:31][C:29]2[N:28]([C:41]3[CH:46]=[CH:45][C:44]([O:47][CH3:48])=[CH:43][CH:42]=3)[N:27]=[C:26]([CH:23]([CH3:25])[CH3:24])[CH:30]=2)=[O:33])[CH:20]=[CH:21][CH:22]=1.